Dataset: Catalyst prediction with 721,799 reactions and 888 catalyst types from USPTO. Task: Predict which catalyst facilitates the given reaction. (1) Reactant: [H-].[Na+].C(OP([CH2:11][C:12]([O:14][CH2:15][CH3:16])=[O:13])(OCC)=O)C.[Br:17][C:18]1[CH:19]=[CH:20][C:21]([N:26]2[CH2:31][CH2:30][CH2:29][CH:28]([CH3:32])[CH2:27]2)=[C:22]([CH:25]=1)[CH:23]=O.O. Product: [Br:17][C:18]1[CH:19]=[CH:20][C:21]([N:26]2[CH2:31][CH2:30][CH2:29][CH:28]([CH3:32])[CH2:27]2)=[C:22](/[CH:23]=[CH:11]/[C:12]([O:14][CH2:15][CH3:16])=[O:13])[CH:25]=1. The catalyst class is: 11. (2) Reactant: C([C@@H]1C(OC)=[N:8][C@@H:7]([CH2:12][CH2:13][CH:14]([C:19]2[CH:24]=[CH:23][CH:22]=[CH:21][CH:20]=2)[C:15]([F:18])([F:17])[F:16])[C:6]([O:25][CH3:26])=N1)(C)C.O.FC(F)(F)C(O)=[O:31].[Cl-].[NH4+]. Product: [CH3:26][O:25][C:6](=[O:31])[C@@H:7]([NH2:8])[CH2:12][CH2:13][CH:14]([C:19]1[CH:24]=[CH:23][CH:22]=[CH:21][CH:20]=1)[C:15]([F:18])([F:17])[F:16]. The catalyst class is: 10. (3) Reactant: [CH3:1][N:2]([CH3:23])[C:3](=[O:22])[CH2:4][N:5]1[CH2:9][C@H:8]([C:10]2[CH:15]=[CH:14][CH:13]=[CH:12][CH:11]=2)[C@:7]2([CH2:20][CH2:19][CH2:18][NH:17][CH2:16]2)[C:6]1=[O:21].CN(C)C(=O)CN1C[C@@H](C2C=CC=CC=2)[C@@]2(CCCNC2)C1=O.[CH2:47]([O:54][CH2:55][C@@H:56]([NH:60][C:61](=[O:73])[C:62]([NH:65][C:66]([O:68][C:69]([CH3:72])([CH3:71])[CH3:70])=[O:67])([CH3:64])[CH3:63])[C:57](O)=[O:58])[C:48]1[CH:53]=[CH:52][CH:51]=[CH:50][CH:49]=1.CCN(C(C)C)C(C)C.C(P1(=O)OP(CCC)(=O)OP(CCC)(=O)O1)CC. Product: [CH2:47]([O:54][CH2:55][C@@H:56]([NH:60][C:61](=[O:73])[C:62]([NH:65][C:66](=[O:67])[O:68][C:69]([CH3:72])([CH3:71])[CH3:70])([CH3:64])[CH3:63])[C:57]([N:17]1[CH2:18][CH2:19][CH2:20][C:7]2([C:6](=[O:21])[N:5]([CH2:4][C:3]([N:2]([CH3:23])[CH3:1])=[O:22])[CH2:9][CH:8]2[C:10]2[CH:15]=[CH:14][CH:13]=[CH:12][CH:11]=2)[CH2:16]1)=[O:58])[C:48]1[CH:49]=[CH:50][CH:51]=[CH:52][CH:53]=1. The catalyst class is: 10. (4) Reactant: [C:1]([OH:8])(=[O:7])/[CH:2]=[CH:3]\[C:4]([OH:6])=[O:5].C[OH:10].[CH3:11][NH:12][C@@H:13]1[CH2:22][C:21]2[C:16]3=[C:17]([NH:23][C:24](=[S:25])[N:15]3[CH2:14]1)[CH:18]=[CH:19][CH:20]=2. Product: [C:1]([OH:8])(=[O:7])[CH:2]([CH2:3][C:4]([OH:6])=[O:5])[OH:10].[CH3:11][NH:12][C@@H:13]1[CH2:22][C:21]2[C:16]3=[C:17]([NH:23][C:24](=[S:25])[N:15]3[CH2:14]1)[CH:18]=[CH:19][CH:20]=2. The catalyst class is: 2. (5) Reactant: [CH3:1][C@@:2]1([CH2:9][S:10](Cl)(=[O:12])=[O:11])[C:6](=[O:7])[NH:5][C:4](=[O:8])[NH:3]1.Cl.[F:15][C:16]([F:36])([C:32]([F:35])([F:34])[F:33])[CH2:17][O:18][C:19]1[CH:31]=[CH:30][C:22]([O:23][CH:24]2[CH2:29][CH2:28][NH:27][CH2:26][CH2:25]2)=[CH:21][CH:20]=1. Product: [CH3:1][C@:2]1([CH2:9][S:10]([N:27]2[CH2:28][CH2:29][CH:24]([O:23][C:22]3[CH:21]=[CH:20][C:19]([O:18][CH2:17][C:16]([F:15])([F:36])[C:32]([F:34])([F:35])[F:33])=[CH:31][CH:30]=3)[CH2:25][CH2:26]2)(=[O:12])=[O:11])[NH:3][C:4](=[O:8])[NH:5][C:6]1=[O:7]. The catalyst class is: 236. (6) The catalyst class is: 13. Product: [CH3:36][S:37]([O:40][N:29]([CH2:28][CH2:27][N:26]1[C:19]2[C:18]([NH:17][C:14]3[CH:15]=[CH:16][C:11]([O:10][C:9]4[C:4]5[CH:3]=[N:2][S:1][C:5]=5[CH:6]=[CH:7][CH:8]=4)=[C:12]([Cl:35])[CH:13]=3)=[N:23][CH:22]=[N:21][C:20]=2[CH:24]=[CH:25]1)[C:30](=[O:34])[CH:31]([F:32])[F:33])(=[O:39])=[O:38]. Reactant: [S:1]1[C:5]2[CH:6]=[CH:7][CH:8]=[C:9]([O:10][C:11]3[CH:16]=[CH:15][C:14]([NH:17][C:18]4[C:19]5[N:26]([CH2:27][CH2:28][NH:29][C:30](=[O:34])[CH:31]([F:33])[F:32])[CH:25]=[CH:24][C:20]=5[N:21]=[CH:22][N:23]=4)=[CH:13][C:12]=3[Cl:35])[C:4]=2[CH:3]=[N:2]1.[CH3:36][S:37]([OH:40])(=[O:39])=[O:38].C(OCC)C. (7) Reactant: [NH2:1][C:2]1[S:3][C:4]([C:7]([OH:16])([C:12]([F:15])([F:14])[F:13])[C:8]([F:11])([F:10])[F:9])=[CH:5][N:6]=1.CCN(CC)CC.[P:24](Cl)([O:29][CH2:30][CH3:31])([O:26][CH2:27][CH3:28])=[O:25]. Product: [F:14][C:12]([F:15])([F:13])[C:7]([C:4]1[S:3][C:2]([NH:1][P:24]([O:29][CH2:30][CH3:31])([O:26][CH2:27][CH3:28])=[O:25])=[N:6][CH:5]=1)([OH:16])[C:8]([F:9])([F:10])[F:11]. The catalyst class is: 79. (8) Reactant: [I:1][C:2]1[CH:3]=[C:4]([CH:8]=[CH:9][CH:10]=1)[C:5]([OH:7])=O.[CH2:11]1[C:19]2[C:14](=[CH:15][CH:16]=[CH:17][CH:18]=2)[CH2:13][NH:12]1.C(N(CC)CC)C.C1C=CC2N(O)N=NC=2C=1.C(Cl)CCl. Product: [I:1][C:2]1[CH:3]=[C:4]([CH:8]=[CH:9][CH:10]=1)[C:5]([N:12]1[CH2:13][C:14]2[C:19](=[CH:18][CH:17]=[CH:16][CH:15]=2)[CH2:11]1)=[O:7]. The catalyst class is: 2. (9) Reactant: [OH-].[Na+].CC(O)CC.[F:8][C:9]([F:46])([F:45])[C:10]1[CH:44]=[CH:43][C:13]2=[N+:14]([O-])[N:15]([C:17]3[CH:22]=[C:21]([C:23]([CH2:26][C:27]([CH3:30])([CH3:29])[CH3:28])([CH3:25])[CH3:24])[CH:20]=[C:19]([C:31]([C:34]4[CH:39]=[CH:38][C:37]([F:40])=[CH:36][CH:35]=4)([CH3:33])[CH3:32])[C:18]=3[OH:41])[N:16]=[C:12]2[CH:11]=1.ClC1C(=O)C2C(C(=O)C=1Cl)=CC=CC=2. Product: [F:46][C:9]([F:8])([F:45])[C:10]1[CH:44]=[CH:43][C:13]2=[N:14][N:15]([C:17]3[CH:22]=[C:21]([C:23]([CH2:26][C:27]([CH3:30])([CH3:29])[CH3:28])([CH3:24])[CH3:25])[CH:20]=[C:19]([C:31]([C:34]4[CH:35]=[CH:36][C:37]([F:40])=[CH:38][CH:39]=4)([CH3:33])[CH3:32])[C:18]=3[OH:41])[N:16]=[C:12]2[CH:11]=1. The catalyst class is: 311. (10) Reactant: [OH:1][C@H:2]1[CH2:6][N:5]([C:7]([O:9][C:10]([CH3:13])([CH3:12])[CH3:11])=[O:8])[C@H:4]([C:14]([O:16][CH3:17])=[O:15])[CH2:3]1.[C:18](C1NC=CN=1)(C1NC=CN=1)=[O:19].[Br:30][C:31]1[C:32]2[C:36]([CH:37]=[CH:38][CH:39]=1)=[CH:35][NH:34][CH:33]=2. Product: [Br:30][C:31]1[CH:39]=[CH:38][CH:37]=[C:36]2[C:32]=1[CH2:33][N:34]([C:18]([O:1][C@H:2]1[CH2:6][N:5]([C:7]([O:9][C:10]([CH3:11])([CH3:12])[CH3:13])=[O:8])[C@H:4]([C:14]([O:16][CH3:17])=[O:15])[CH2:3]1)=[O:19])[CH2:35]2. The catalyst class is: 80.